This data is from Forward reaction prediction with 1.9M reactions from USPTO patents (1976-2016). The task is: Predict the product of the given reaction. (1) Given the reactants [Cl:1][C:2]1[CH:3]=[C:4]([C:8]([OH:29])([C:23]2[CH:24]=[N:25][CH:26]=[CH:27][CH:28]=2)[C:9]([N:11]2[CH2:22][CH2:21][CH2:20][C@H:12]2[C:13]([O:15]C(C)(C)C)=[O:14])=[O:10])[CH:5]=[CH:6][CH:7]=1.Cl, predict the reaction product. The product is: [Cl:1][C:2]1[CH:3]=[C:4]([C:8]([OH:29])([C:23]2[CH:24]=[N:25][CH:26]=[CH:27][CH:28]=2)[C:9]([N:11]2[CH2:22][CH2:21][CH2:20][C@H:12]2[C:13]([OH:15])=[O:14])=[O:10])[CH:5]=[CH:6][CH:7]=1. (2) Given the reactants [CH3:1][O:2][C:3]1[CH:48]=[CH:47][C:6]([CH2:7][N:8]([CH2:38][C:39]2[CH:44]=[CH:43][C:42]([O:45][CH3:46])=[CH:41][CH:40]=2)[C:9]2[N:14]=[CH:13][C:12]([C:15]3[C:16]4[CH2:29][CH2:28][N:27]([C:30]5[S:31][CH:32]=[C:33]([C:35]([OH:37])=O)[N:34]=5)[C:17]=4[N:18]=[C:19]([N:21]4[CH2:26][CH2:25][O:24][CH2:23][CH2:22]4)[N:20]=3)=[CH:11][N:10]=2)=[CH:5][CH:4]=1.[CH2:49]([N:51]1[CH2:56][CH2:55][NH:54][CH2:53][CH2:52]1)[CH3:50].C1C=CC2N(O)N=NC=2C=1.C(N(CC)CC)C, predict the reaction product. The product is: [CH3:46][O:45][C:42]1[CH:41]=[CH:40][C:39]([CH2:38][N:8]([CH2:7][C:6]2[CH:5]=[CH:4][C:3]([O:2][CH3:1])=[CH:48][CH:47]=2)[C:9]2[N:10]=[CH:11][C:12]([C:15]3[C:16]4[CH2:29][CH2:28][N:27]([C:30]5[S:31][CH:32]=[C:33]([C:35]([N:54]6[CH2:55][CH2:56][N:51]([CH2:49][CH3:50])[CH2:52][CH2:53]6)=[O:37])[N:34]=5)[C:17]=4[N:18]=[C:19]([N:21]4[CH2:26][CH2:25][O:24][CH2:23][CH2:22]4)[N:20]=3)=[CH:13][N:14]=2)=[CH:44][CH:43]=1. (3) Given the reactants [N:1]1([C:7]2[N:15]=[C:14]([C:16]3[CH:17]=[C:18]([CH2:22][OH:23])[CH:19]=[CH:20][CH:21]=3)[N:13]=[C:12]3[C:8]=2[N:9]=[CH:10][N:11]3[CH:24]2[CH2:29][CH2:28][NH:27][CH2:26][CH2:25]2)[CH2:6][CH2:5][O:4][CH2:3][CH2:2]1.[BH3-]C#N.[Na+].F[C:35]1[CH:42]=[CH:41][CH:40]=[CH:39][C:36]=1[CH:37]=O, predict the reaction product. The product is: [CH2:37]([N:27]1[CH2:28][CH2:29][CH:24]([N:11]2[CH:10]=[N:9][C:8]3[C:12]2=[N:13][C:14]([C:16]2[CH:17]=[C:18]([CH2:22][OH:23])[CH:19]=[CH:20][CH:21]=2)=[N:15][C:7]=3[N:1]2[CH2:6][CH2:5][O:4][CH2:3][CH2:2]2)[CH2:25][CH2:26]1)[C:36]1[CH:39]=[CH:40][CH:41]=[CH:42][CH:35]=1. (4) The product is: [CH3:54][C:55]1([CH3:64])[CH2:60][N:59]([C:48]([C:44]2[N:45]=[CH:46][N:47]=[C:42]([N:39]3[CH2:40][CH2:41][CH:36]([N:32]4[CH2:31][CH2:30][C:29]5[CH:51]=[C:25]([O:24][CH3:23])[CH:26]=[CH:27][C:28]=5[NH:34][C:33]4=[O:35])[CH2:37][CH2:38]3)[CH:43]=2)=[O:50])[CH2:58][C:57]2[CH:61]=[N:62][NH:63][C:56]1=2. Given the reactants CN(C(ON1N=NC2C=CC=CC1=2)=[N+](C)C)C.[B-](F)(F)(F)F.[CH3:23][O:24][C:25]1[CH:26]=[CH:27][C:28]2[NH:34][C:33](=[O:35])[N:32]([CH:36]3[CH2:41][CH2:40][N:39]([C:42]4[N:47]=[CH:46][N:45]=[C:44]([C:48]([OH:50])=O)[CH:43]=4)[CH2:38][CH2:37]3)[CH2:31][CH2:30][C:29]=2[CH:51]=1.Cl.Cl.[CH3:54][C:55]1([CH3:64])[CH2:60][NH:59][CH2:58][C:57]2[CH:61]=[N:62][NH:63][C:56]1=2.C(N(CC)CC)C, predict the reaction product. (5) The product is: [CH3:33][C:28]1[C:27]([CH3:34])=[N:26][C:25]2[C:30](=[CH:31][CH:32]=[C:23]([NH:22][S:10]([C:7]3[CH:8]=[CH:9][C:4]([CH2:1][CH2:2][CH3:3])=[CH:5][CH:6]=3)(=[O:12])=[O:11])[CH:24]=2)[N:29]=1. Given the reactants [CH2:1]([C:4]1[CH:9]=[CH:8][C:7]([S:10](Cl)(=[O:12])=[O:11])=[CH:6][CH:5]=1)[CH2:2][CH3:3].N1C=CC=CC=1.N#N.[NH2:22][C:23]1[CH:24]=[C:25]2[C:30](=[CH:31][CH:32]=1)[N:29]=[C:28]([CH3:33])[C:27]([CH3:34])=[N:26]2.C([O-])(O)=O.[Na+], predict the reaction product. (6) The product is: [NH2:22][C:23]1[CH:28]=[C:27]([C:10]2[C:2]([Cl:1])=[C:3]3[C:7](=[CH:8][CH:9]=2)[N:6]([CH3:20])[C:5](=[O:21])[CH2:4]3)[CH:26]=[N:25][CH:24]=1. Given the reactants [Cl:1][C:2]1[C:10](B2OC(C)(C)C(C)(C)O2)=[CH:9][CH:8]=[C:7]2[C:3]=1[CH2:4][C:5](=[O:21])[N:6]2[CH3:20].[NH2:22][C:23]1[CH:24]=[N:25][CH:26]=[C:27](Br)[CH:28]=1.P([O-])([O-])([O-])=O.[K+].[K+].[K+].CN(C=O)C, predict the reaction product. (7) Given the reactants Cl[C:2]1[N:3]=[C:4]([N:15]2[CH2:20][CH2:19][O:18][CH2:17][CH2:16]2)[C:5]2[S:10][C:9]([CH2:11][NH:12][CH3:13])=[C:8]([CH3:14])[C:6]=2[N:7]=1.CCN(CC)CC.[CH3:28][S:29](Cl)(=[O:31])=[O:30].CC1(C)C(C)(C)OB([C:41]2[CH:42]=[CH:43][C:44]([NH2:47])=[N:45][CH:46]=2)O1, predict the reaction product. The product is: [CH3:14][C:8]1[C:6]2[N:7]=[C:2]([C:41]3[CH:42]=[CH:43][C:44]([NH2:47])=[N:45][CH:46]=3)[N:3]=[C:4]([N:15]3[CH2:20][CH2:19][O:18][CH2:17][CH2:16]3)[C:5]=2[S:10][C:9]=1[CH2:11][N:12]([CH3:13])[S:29]([CH3:28])(=[O:31])=[O:30]. (8) The product is: [OH:17][C:18]12[CH2:19][CH:20]3[CH2:26][CH:24]([CH2:23][CH:22]([CH:21]3[NH:28][C:29]([C:31]3[C:32]([CH:41]([CH3:43])[CH3:42])=[N:33][C:34]([NH:7][C@H:4]4[CH2:5][CH2:6][O:2][CH2:3]4)=[N:35][CH:36]=3)=[O:30])[CH2:27]1)[CH2:25]2. Given the reactants Cl.[O:2]1[CH2:6][CH2:5][C@H:4]([NH2:7])[CH2:3]1.CCN(C(C)C)C(C)C.[OH:17][C:18]12[CH2:27][CH:22]3[CH2:23][CH:24]([CH2:26][CH:20]([CH:21]3[NH:28][C:29]([C:31]3[C:32]([CH:41]([CH3:43])[CH3:42])=[N:33][C:34](S(C)(=O)=O)=[N:35][CH:36]=3)=[O:30])[CH2:19]1)[CH2:25]2, predict the reaction product. (9) Given the reactants [Br:1][C:2]([F:7])([F:6])[C:3](Cl)=[O:4].[C:8]([O:12][C:13]([N:15]1[CH2:20][CH2:19][CH:18]([NH:21][C:22]2[CH:27]=[CH:26][CH:25]=[CH:24][C:23]=2[I:28])[CH2:17][CH2:16]1)=[O:14])([CH3:11])([CH3:10])[CH3:9].C(N(CC)CC)C, predict the reaction product. The product is: [C:8]([O:12][C:13]([N:15]1[CH2:20][CH2:19][CH:18]([N:21]([C:3](=[O:4])[C:2]([Br:1])([F:7])[F:6])[C:22]2[CH:27]=[CH:26][CH:25]=[CH:24][C:23]=2[I:28])[CH2:17][CH2:16]1)=[O:14])([CH3:11])([CH3:9])[CH3:10]. (10) The product is: [NH2:1][C@H:2]([C:25]([OH:27])=[O:26])[CH2:3][CH2:4][CH2:5][CH2:6][NH:7][C:8]([O:10][CH2:11][CH:12]1[C:24]2[C:19](=[CH:20][CH:21]=[CH:22][CH:23]=2)[C:18]2[C:13]1=[CH:14][CH:15]=[CH:16][CH:17]=2)=[O:9]. Given the reactants [NH:1](C(OC(C)(C)C)=O)[C@H:2]([C:25]([OH:27])=[O:26])[CH2:3][CH2:4][CH2:5][CH2:6][NH:7][C:8]([O:10][CH2:11][CH:12]1[C:24]2[C:19](=[CH:20][CH:21]=[CH:22][CH:23]=2)[C:18]2[C:13]1=[CH:14][CH:15]=[CH:16][CH:17]=2)=[O:9], predict the reaction product.